The task is: Predict the reactants needed to synthesize the given product.. This data is from Full USPTO retrosynthesis dataset with 1.9M reactions from patents (1976-2016). (1) Given the product [CH:20]([N:19]1[C:15]([C:13]2[N:14]=[C:7]3[C:6]4[CH:23]=[C:2]([C:28]5[CH:29]=[N:24][CH:25]=[N:26][CH:27]=5)[CH:3]=[CH:4][C:5]=4[O:11][CH2:10][CH2:9][N:8]3[CH:12]=2)=[N:16][CH:17]=[N:18]1)([CH3:22])[CH3:21], predict the reactants needed to synthesize it. The reactants are: Br[C:2]1[CH:3]=[CH:4][C:5]2[O:11][CH2:10][CH2:9][N:8]3[CH:12]=[C:13]([C:15]4[N:19]([CH:20]([CH3:22])[CH3:21])[N:18]=[CH:17][N:16]=4)[N:14]=[C:7]3[C:6]=2[CH:23]=1.[N:24]1[CH:29]=[C:28](B(O)O)[CH:27]=[N:26][CH:25]=1.C([O-])([O-])=O.[Cs+].[Cs+].O. (2) Given the product [S:53](=[O:55])(=[O:54])([O:35][CH2:34][C@@H:10]1[CH2:11][C@@H:12]([O:14][C:15]2[C:20]([F:21])=[C:19]([NH:22][C@@H:23]3[C:31]4[C:26](=[CH:27][CH:28]=[CH:29][CH:30]=4)[CH2:25][C@@H:24]3[O:32][CH3:33])[N:18]=[CH:17][N:16]=2)[CH2:13][C@@H:9]1[OH:8])[NH2:52], predict the reactants needed to synthesize it. The reactants are: [Si]([O:8][C@H:9]1[CH2:13][C@H:12]([O:14][C:15]2[C:20]([F:21])=[C:19]([NH:22][C@@H:23]3[C:31]4[C:26](=[CH:27][CH:28]=[CH:29][CH:30]=4)[CH2:25][C@@H:24]3[O:32][CH3:33])[N:18]=[CH:17][N:16]=2)[CH2:11][C@H:10]1[CH2:34][OH:35])(C(C)(C)C)(C)C.C(N(CC)CC)C.C1(N(C2C=CC=CC=2)C([NH:52][S:53](Cl)(=[O:55])=[O:54])=O)C=CC=CC=1.Cl. (3) Given the product [CH3:20][O:19][C:16]1[CH:15]=[CH:14][C:13]([CH2:12][N:11]2[C:7]3[CH:6]=[CH:5][NH:4][C:3](=[O:2])[C:8]=3[C:9]([C:21]3[CH:22]=[C:23]([C:26]([O:28][CH3:29])=[O:27])[S:24][CH:25]=3)=[N:10]2)=[CH:18][CH:17]=1, predict the reactants needed to synthesize it. The reactants are: C[O:2][C:3]1[C:8]2[C:9]([C:21]3[CH:22]=[C:23]([C:26]([O:28][CH3:29])=[O:27])[S:24][CH:25]=3)=[N:10][N:11]([CH2:12][C:13]3[CH:18]=[CH:17][C:16]([O:19][CH3:20])=[CH:15][CH:14]=3)[C:7]=2[CH:6]=[CH:5][N:4]=1.[I-].[Na+].Cl[Si](C)(C)C.C(=O)([O-])O.[Na+]. (4) Given the product [N:27]1([CH2:21][CH2:20][C:14]2[C:13]3[C:17](=[CH:18][CH:19]=[C:11]([O:10][C:2]4[S:1][C:5]5[CH:6]=[CH:7][CH:8]=[CH:9][C:4]=5[N:3]=4)[CH:12]=3)[NH:16][CH:15]=2)[CH2:32][CH2:31][CH2:30][CH2:29][CH2:28]1, predict the reactants needed to synthesize it. The reactants are: [S:1]1[C:5]2[CH:6]=[CH:7][CH:8]=[CH:9][C:4]=2[N:3]=[C:2]1[O:10][C:11]1[CH:12]=[C:13]2[C:17](=[CH:18][CH:19]=1)[NH:16][CH:15]=[C:14]2[CH2:20][CH2:21]OS(C)(=O)=O.[NH:27]1[CH2:32][CH2:31][CH2:30][CH2:29][CH2:28]1. (5) Given the product [CH:2]([C:3]1[CH2:8][CH2:7][CH2:6][CH2:5][C:4]=1[C:9]1[CH:14]=[CH:13][C:12]([NH:15][C:16](=[O:25])[C:17]2[C:18]([F:24])=[CH:19][CH:20]=[CH:21][C:22]=2[F:23])=[CH:11][CH:10]=1)=[O:1], predict the reactants needed to synthesize it. The reactants are: [OH:1][CH2:2][C:3]1[CH2:8][CH2:7][CH2:6][CH2:5][C:4]=1[C:9]1[CH:14]=[CH:13][C:12]([NH:15][C:16](=[O:25])[C:17]2[C:22]([F:23])=[CH:21][CH:20]=[CH:19][C:18]=2[F:24])=[CH:11][CH:10]=1.CC(OI1(OC(C)=O)(OC(C)=O)OC(=O)C2C=CC=CC1=2)=O. (6) Given the product [C:31](/[CH:30]=[CH:29]\[C:28]([O-:35])=[O:34])([OH:33])=[O:32].[C:1]12([C:11]3[CH:27]=[CH:26][C:14]([O:15][CH2:16][C:17]([N:19]4[CH2:24][CH2:23][NH+:22]([CH3:25])[CH2:21][CH2:20]4)=[O:18])=[CH:13][CH:12]=3)[CH2:10][CH:5]3[CH2:6][CH:7]([CH2:9][CH:3]([CH2:4]3)[CH2:2]1)[CH2:8]2, predict the reactants needed to synthesize it. The reactants are: [C:1]12([C:11]3[CH:27]=[CH:26][C:14]([O:15][CH2:16][C:17]([N:19]4[CH2:24][CH2:23][N:22]([CH3:25])[CH2:21][CH2:20]4)=[O:18])=[CH:13][CH:12]=3)[CH2:10][CH:5]3[CH2:6][CH:7]([CH2:9][CH:3]([CH2:4]3)[CH2:2]1)[CH2:8]2.[C:28]([OH:35])(=[O:34])/[CH:29]=[CH:30]\[C:31]([OH:33])=[O:32].